Dataset: Catalyst prediction with 721,799 reactions and 888 catalyst types from USPTO. Task: Predict which catalyst facilitates the given reaction. (1) Reactant: C[Si]([N-][Si](C)(C)C)(C)C.[Na+].[CH3:11][N:12]1[C:16](=[O:17])[CH:15]=[C:14]([Br:18])[NH:13]1.[F:19][C:20]([F:35])([C:31]([F:34])([F:33])[F:32])[C:21]([F:30])([F:29])[C:22]([F:28])([F:27])[S:23](F)(=[O:25])=[O:24]. Product: [CH3:11][N:12]1[C:16]([O:17][S:23]([C:22]([F:27])([F:28])[C:21]([F:29])([F:30])[C:20]([F:19])([F:35])[C:31]([F:34])([F:33])[F:32])(=[O:25])=[O:24])=[CH:15][C:14]([Br:18])=[N:13]1. The catalyst class is: 30. (2) Reactant: [F:1][C:2]1[CH:7]=[CH:6][C:5]([NH:8][C:9](=[O:23])[CH2:10][C:11]2[C:19]3[C:14](=[CH:15][CH:16]=[C:17]([O:20][CH3:21])[CH:18]=3)[NH:13][C:12]=2[CH3:22])=[CH:4][CH:3]=1.[H-].[Na+].[Cl:26][C:27]1[CH:35]=[CH:34][C:30]([C:31](Cl)=[O:32])=[C:29]([N+:36]([O-:38])=[O:37])[CH:28]=1. Product: [Cl:26][C:27]1[CH:35]=[CH:34][C:30]([C:31]([N:13]2[C:14]3[C:19](=[CH:18][C:17]([O:20][CH3:21])=[CH:16][CH:15]=3)[C:11]([CH2:10][C:9]([NH:8][C:5]3[CH:4]=[CH:3][C:2]([F:1])=[CH:7][CH:6]=3)=[O:23])=[C:12]2[CH3:22])=[O:32])=[C:29]([N+:36]([O-:38])=[O:37])[CH:28]=1. The catalyst class is: 85. (3) Reactant: [C:1]([C:4]1[S:5][CH:6]=[CH:7][CH:8]=1)(=[O:3])[CH3:2].[Br-:9].[Br-].[Br-].C([N+](CCCC)(CCCC)CCCC)CCC.C([N+](CCCC)(CCCC)CCCC)CCC.C([N+](CCCC)(CCCC)CCCC)CCC. Product: [Br:9][CH2:2][C:1]([C:4]1[S:5][CH:6]=[CH:7][CH:8]=1)=[O:3]. The catalyst class is: 98. (4) Reactant: C([N:8]1[CH2:13][CH:12]=[C:11]([C:14]2[CH:15]=[C:16]([CH:20]3[N:24]([C:25]4[CH:30]=[CH:29][C:28]([F:31])=[CH:27][C:26]=4[F:32])[N:23]=[C:22]([C:33]([F:39])([F:38])[C:34]([F:37])([F:36])[F:35])[CH2:21]3)[CH:17]=[CH:18][CH:19]=2)[CH2:10][CH2:9]1)(OC(C)(C)C)=O.[F:40][C:41]([F:46])([F:45])[C:42]([OH:44])=[O:43]. Product: [F:40][C:41]([F:46])([F:45])[C:42]([OH:44])=[O:43].[F:32][C:26]1[CH:27]=[C:28]([F:31])[CH:29]=[CH:30][C:25]=1[N:24]1[CH:20]([C:16]2[CH:17]=[CH:18][CH:19]=[C:14]([C:11]3[CH2:12][CH2:13][NH:8][CH2:9][CH:10]=3)[CH:15]=2)[CH2:21][C:22]([C:33]([F:38])([F:39])[C:34]([F:36])([F:37])[F:35])=[N:23]1. The catalyst class is: 4.